This data is from Full USPTO retrosynthesis dataset with 1.9M reactions from patents (1976-2016). The task is: Predict the reactants needed to synthesize the given product. (1) Given the product [N:1]1([C:6]2[CH:24]=[CH:23][C:9]([CH2:10][C:11]3[C:12]([Cl:22])=[CH:13][C:14]([O:21][S:34]([C:37]([F:40])([F:39])[F:38])(=[O:36])=[O:35])=[C:15]([CH:20]=3)[C:16]([O:18][CH3:19])=[O:17])=[CH:8][CH:7]=2)[CH:5]=[CH:4][CH:3]=[N:2]1, predict the reactants needed to synthesize it. The reactants are: [N:1]1([C:6]2[CH:24]=[CH:23][C:9]([CH2:10][C:11]3[C:12]([Cl:22])=[CH:13][C:14]([OH:21])=[C:15]([CH:20]=3)[C:16]([O:18][CH3:19])=[O:17])=[CH:8][CH:7]=2)[CH:5]=[CH:4][CH:3]=[N:2]1.[H-].[Na+].C1C=CC(N([S:34]([C:37]([F:40])([F:39])[F:38])(=[O:36])=[O:35])[S:34]([C:37]([F:40])([F:39])[F:38])(=[O:36])=[O:35])=CC=1.Cl. (2) Given the product [N+:1]([C:14]1[C:15]([C:18]([F:19])([F:20])[F:21])=[CH:16][CH:17]=[C:12]([C:11]([F:10])([F:23])[F:24])[C:13]=1[NH2:22])([O-:4])=[O:2], predict the reactants needed to synthesize it. The reactants are: [N+:1]([O-:4])(O)=[O:2].S(=O)(=O)(O)O.[F:10][C:11]([F:24])([F:23])[C:12]1[CH:17]=[CH:16][C:15]([C:18]([F:21])([F:20])[F:19])=[CH:14][C:13]=1[NH2:22].[OH-].[Na+]. (3) Given the product [Cl:1][C:2]1[CH:3]=[C:4]([NH:9][C:10]([N:24]2[CH2:23][CH2:22][N:21]([CH2:20][CH2:19][CH2:18][N:12]3[CH2:13][CH2:14][CH2:15][CH2:16][CH2:17]3)[CH2:26][CH2:25]2)=[O:11])[CH:5]=[CH:6][C:7]=1[Cl:8], predict the reactants needed to synthesize it. The reactants are: [Cl:1][C:2]1[CH:3]=[C:4]([N:9]=[C:10]=[O:11])[CH:5]=[CH:6][C:7]=1[Cl:8].[N:12]1([CH2:18][CH2:19][CH2:20][N:21]2[CH2:26][CH2:25][NH:24][CH2:23][CH2:22]2)[CH2:17][CH2:16][CH2:15][CH2:14][CH2:13]1. (4) Given the product [Cl:31][C:26]1[CH:27]=[CH:28][CH:29]=[CH:30][C:25]=1[C:24]1[C:15]2[C:16](=[N:17][C:18]([S:20][CH3:21])=[N:19][C:14]=2[O:32][CH2:7][CH:5]2[CH2:4][O:3][C:2]([CH3:1])([CH3:10])[O:6]2)[NH:22][N:23]=1, predict the reactants needed to synthesize it. The reactants are: [CH3:1][C:2]1([CH3:10])[O:6][C@H:5]([CH2:7]CO)[CH2:4][O:3]1.[H-].[Na+].Cl[C:14]1[N:19]=[C:18]([S:20][CH3:21])[N:17]=[C:16]2[NH:22][N:23]=[C:24]([C:25]3[CH:30]=[CH:29][CH:28]=[CH:27][C:26]=3[Cl:31])[C:15]=12.[OH2:32]. (5) Given the product [Cl:14][CH2:2][C:3]1[S:7][C:6]([C:8]([O:10][CH3:11])=[O:9])=[CH:5][CH:4]=1, predict the reactants needed to synthesize it. The reactants are: O[CH2:2][C:3]1[S:7][C:6]([C:8]([O:10][CH3:11])=[O:9])=[CH:5][CH:4]=1.S(Cl)([Cl:14])=O. (6) Given the product [CH2:10]([N:9]([CH2:8][CH2:7][C:1]1[CH:2]=[CH:3][CH:4]=[CH:5][CH:6]=1)[C:32](=[O:34])[CH2:31][C:28]1[CH:27]=[CH:26][C:25]([O:24][CH2:23][C:22]2[CH:35]=[CH:36][CH:37]=[CH:38][C:21]=2[C:19]([O:18][CH3:17])=[O:20])=[CH:30][CH:29]=1)[CH2:11][CH2:12][CH2:13][CH2:14][CH2:15][CH3:16], predict the reactants needed to synthesize it. The reactants are: [C:1]1([CH2:7][CH2:8][NH:9][CH2:10][CH2:11][CH2:12][CH2:13][CH2:14][CH2:15][CH3:16])[CH:6]=[CH:5][CH:4]=[CH:3][CH:2]=1.[CH3:17][O:18][C:19]([C:21]1[CH:38]=[CH:37][CH:36]=[CH:35][C:22]=1[CH2:23][O:24][C:25]1[CH:30]=[CH:29][C:28]([CH2:31][C:32]([OH:34])=O)=[CH:27][CH:26]=1)=[O:20].F[B-](F)(F)F.N1(OC(N(C)C)=[N+](C)C)C2C=CC=CC=2N=N1.C(N(C(C)C)C(C)C)C.